The task is: Predict the reactants needed to synthesize the given product.. This data is from Full USPTO retrosynthesis dataset with 1.9M reactions from patents (1976-2016). (1) Given the product [F:1][C:2]1[CH:7]=[CH:6][C:5]([N:8]2[C:16]3[C:11](=[CH:12][C:13]([CH:17]([OH:26])[C:18]4[CH:25]=[CH:24][C:21]([C:22]([OH:29])=[O:31])=[CH:20][CH:19]=4)=[CH:14][CH:15]=3)[CH:10]=[N:9]2)=[CH:4][CH:3]=1, predict the reactants needed to synthesize it. The reactants are: [F:1][C:2]1[CH:7]=[CH:6][C:5]([N:8]2[C:16]3[C:11](=[CH:12][C:13]([CH:17]([OH:26])[C:18]4[CH:25]=[CH:24][C:21]([C:22]#N)=[CH:20][CH:19]=4)=[CH:14][CH:15]=3)[CH:10]=[N:9]2)=[CH:4][CH:3]=1.CS(C)=[O:29].[OH-:31].[Na+]. (2) Given the product [NH2:33][C@@H:9]([CH2:10][C:11]([NH:12][C:13]([C:26]1[CH:31]=[CH:30][CH:29]=[CH:28][CH:27]=1)([C:14]1[CH:15]=[CH:16][CH:17]=[CH:18][CH:19]=1)[C:20]1[CH:21]=[CH:22][CH:23]=[CH:24][CH:25]=1)=[O:32])[C:8]([N:7]([C@@H:5]([CH3:6])[CH:4]([O:3][CH2:1][CH3:2])[O:63][CH2:64][CH3:65])[CH2:52][C:53]1[C:62]2[C:57](=[CH:58][CH:59]=[CH:60][CH:61]=2)[CH:56]=[CH:55][CH:54]=1)=[O:51], predict the reactants needed to synthesize it. The reactants are: [CH2:1]([O:3][CH:4]([O:63][CH2:64][CH3:65])[C@@H:5]([N:7]([CH2:52][C:53]1[C:62]2[C:57](=[CH:58][CH:59]=[CH:60][CH:61]=2)[CH:56]=[CH:55][CH:54]=1)[C:8](=[O:51])[C@@H:9]([NH:33]C(=O)OCC1C2C=CC=CC=2C2C1=CC=CC=2)[CH2:10][C:11](=[O:32])[NH:12][C:13]([C:26]1[CH:31]=[CH:30][CH:29]=[CH:28][CH:27]=1)([C:20]1[CH:25]=[CH:24][CH:23]=[CH:22][CH:21]=1)[C:14]1[CH:19]=[CH:18][CH:17]=[CH:16][CH:15]=1)[CH3:6])[CH3:2].N1CCCCC1.CC(=O)OCC.CO. (3) Given the product [CH2:20]([O:26][C:17]1[CH:18]=[C:19]([CH:20]([OH:26])[CH2:21][NH:40][C:37]([CH3:38])([CH3:39])[CH2:36][C:33]2[CH:32]=[CH:31][C:30]([CH:27]([CH3:29])[CH3:28])=[CH:35][CH:34]=2)[C:11]2[O:10][CH2:9][C:14](=[O:15])[NH:13][C:12]=2[CH:16]=1)[C:19]1[CH:11]=[CH:12][CH:16]=[CH:17][CH:18]=1, predict the reactants needed to synthesize it. The reactants are: C(O[CH:9]1[C:14](=[O:15])[NH:13][C:12]2[CH:16]=[CH:17][CH:18]=[C:19]([C:20](=[O:26])[CH:21](OCC)O)[C:11]=2[O:10]1)C1C=CC=CC=1.[CH:27]([C:30]1[CH:35]=[CH:34][C:33]([CH2:36][C:37]([NH2:40])([CH3:39])[CH3:38])=[CH:32][CH:31]=1)([CH3:29])[CH3:28].[BH4-].[Na+].Cl.N. (4) Given the product [N:16]1[N:17]([C:2]2[C:3]([C:7]([OH:9])=[O:8])=[CH:4][S:5][CH:6]=2)[N:18]=[CH:19][CH:20]=1, predict the reactants needed to synthesize it. The reactants are: Br[C:2]1[C:3]([C:7]([OH:9])=[O:8])=[CH:4][S:5][CH:6]=1.C(=O)([O-])[O-].[Cs+].[Cs+].[N:16]1[NH:17][N:18]=[CH:19][CH:20]=1.CNC1CCCCC1NC.[OH-].[Na+]. (5) Given the product [OH:33][C@:34]([C:58]1[CH:63]=[CH:62][CH:61]=[CH:60][N:59]=1)([CH3:57])[C:35]#[C:36][C:37]1[CH:56]=[CH:55][C:40]2[O:41][CH2:42][CH:43]([CH3:54])[C:44]3[S:48][C:47]([C:49]([NH2:11])=[O:51])=[N:46][C:45]=3[C:39]=2[CH:38]=1, predict the reactants needed to synthesize it. The reactants are: BrC1C=CC2OCC(C)C3SC(C(OCC)=O)=[N:11]C=3C=2C=1.N1C=CC=CC=1[C@](O)(C#C)C.[OH:33][C@:34]([C:58]1[CH:63]=[CH:62][CH:61]=[CH:60][N:59]=1)([CH3:57])[C:35]#[C:36][C:37]1[CH:56]=[CH:55][C:40]2[O:41][CH2:42][CH:43]([CH3:54])[C:44]3[S:48][C:47]([C:49]([O:51]CC)=O)=[N:46][C:45]=3[C:39]=2[CH:38]=1.